Dataset: Ames mutagenicity test results for genotoxicity prediction. Task: Regression/Classification. Given a drug SMILES string, predict its toxicity properties. Task type varies by dataset: regression for continuous values (e.g., LD50, hERG inhibition percentage) or binary classification for toxic/non-toxic outcomes (e.g., AMES mutagenicity, cardiotoxicity, hepatotoxicity). Dataset: ames. (1) The molecule is CC(=O)C1CCC2C3CCC4=CC(=O)CCC4(C)C3CCC12C. The result is 0 (non-mutagenic). (2) The molecule is Cc1ccc(C=O)cc1. The result is 0 (non-mutagenic).